The task is: Predict which catalyst facilitates the given reaction.. This data is from Catalyst prediction with 721,799 reactions and 888 catalyst types from USPTO. Reactant: Cl[C:2]1[CH:7]=[N:6][CH:5]=[C:4]([C:8]2[CH:13]=[CH:12][C:11]([C:14]([F:17])([F:16])[F:15])=[CH:10][CH:9]=2)[N:3]=1.P(Br)(Br)[Br:19].N. Product: [Br:19][C:2]1[CH:7]=[N:6][CH:5]=[C:4]([C:8]2[CH:13]=[CH:12][C:11]([C:14]([F:17])([F:16])[F:15])=[CH:10][CH:9]=2)[N:3]=1. The catalyst class is: 6.